This data is from NCI-60 drug combinations with 297,098 pairs across 59 cell lines. The task is: Regression. Given two drug SMILES strings and cell line genomic features, predict the synergy score measuring deviation from expected non-interaction effect. (1) Drug 1: CC12CCC(CC1=CCC3C2CCC4(C3CC=C4C5=CN=CC=C5)C)O. Drug 2: CNC(=O)C1=NC=CC(=C1)OC2=CC=C(C=C2)NC(=O)NC3=CC(=C(C=C3)Cl)C(F)(F)F. Cell line: NCI-H460. Synergy scores: CSS=32.5, Synergy_ZIP=2.03, Synergy_Bliss=-4.96, Synergy_Loewe=-20.9, Synergy_HSA=-6.90. (2) Drug 1: C(=O)(N)NO. Drug 2: C1CC(=O)NC(=O)C1N2C(=O)C3=CC=CC=C3C2=O. Cell line: UO-31. Synergy scores: CSS=2.01, Synergy_ZIP=3.83, Synergy_Bliss=-1.90, Synergy_Loewe=-3.89, Synergy_HSA=-3.14. (3) Drug 1: CNC(=O)C1=CC=CC=C1SC2=CC3=C(C=C2)C(=NN3)C=CC4=CC=CC=N4. Drug 2: C1CCC(C1)C(CC#N)N2C=C(C=N2)C3=C4C=CNC4=NC=N3. Cell line: KM12. Synergy scores: CSS=34.2, Synergy_ZIP=1.16, Synergy_Bliss=6.64, Synergy_Loewe=6.42, Synergy_HSA=8.30. (4) Drug 1: CC(C1=C(C=CC(=C1Cl)F)Cl)OC2=C(N=CC(=C2)C3=CN(N=C3)C4CCNCC4)N. Drug 2: C1=NC2=C(N1)C(=S)N=CN2. Cell line: PC-3. Synergy scores: CSS=6.99, Synergy_ZIP=-7.19, Synergy_Bliss=-9.91, Synergy_Loewe=-19.3, Synergy_HSA=-9.19.